Dataset: Retrosynthesis with 50K atom-mapped reactions and 10 reaction types from USPTO. Task: Predict the reactants needed to synthesize the given product. (1) Given the product O=Cc1ccc(-c2cc(-c3c(-c4ccc(F)c(Cl)c4)nc4ccccn34)ccn2)cc1, predict the reactants needed to synthesize it. The reactants are: Fc1ccc(-c2nc3ccccn3c2-c2ccnc(Br)c2)cc1Cl.O=Cc1ccc(B(O)O)cc1. (2) Given the product Cc1cc(N)ccc1OCCN1CCCC1, predict the reactants needed to synthesize it. The reactants are: Cc1cc([N+](=O)[O-])ccc1OCCN1CCCC1. (3) Given the product COc1ccc(N(Cc2cnccc2C)C2CCN([C@H](C)CCNC(=O)c3c(C)cc(Cl)nc3C)CC2)cc1, predict the reactants needed to synthesize it. The reactants are: COc1ccc(N(Cc2cnccc2C)C2CCN([C@H](C)CCN)CC2)cc1.Cc1cc(Cl)nc(C)c1C(=O)O. (4) Given the product CC1(C)CC(NC(=O)C(C)(C)C)c2cc(-c3ccc(Cl)cc3)c(-c3ccc(Br)cc3Cl)nc2O1, predict the reactants needed to synthesize it. The reactants are: CC(C)(C)C(=O)Cl.CC1(C)CC(N)c2cc(-c3ccc(Cl)cc3)c(-c3ccc(Br)cc3Cl)nc2O1. (5) Given the product CCC(=O)N1CCC(NC(=O)c2c[nH]c3c(-c4c(OCC5CC5)ccc5c4OCO5)ncnc23)CC1, predict the reactants needed to synthesize it. The reactants are: CCC(=O)Cl.O=C(NC1CCNCC1)c1c[nH]c2c(-c3c(OCC4CC4)ccc4c3OCO4)ncnc12. (6) The reactants are: CCOC(=O)Cc1ccc(OCCCN2CCC(C(O)(c3ccc(F)cc3)c3ccc(F)cc3)CC2)cc1. Given the product O=C(O)Cc1ccc(OCCCN2CCC(C(O)(c3ccc(F)cc3)c3ccc(F)cc3)CC2)cc1, predict the reactants needed to synthesize it. (7) Given the product COC[C@H](F)CNC(=O)c1cnc(Nc2ncc(C#N)cc2F)cc1NC(C)C, predict the reactants needed to synthesize it. The reactants are: COC[C@H](F)CNC(=O)c1cnc(Cl)cc1NC(C)C.N#Cc1cnc(N)c(F)c1. (8) Given the product CCOC(=O)Cc1cccc(NC(=O)c2csc(Cl)n2)c1, predict the reactants needed to synthesize it. The reactants are: CCOC(=O)Cc1cccc(N)c1.O=C(O)c1csc(Cl)n1. (9) The reactants are: CC(=O)c1ccc(-c2cccc(S(N)(=O)=O)c2)o1.O=C(O)CCCc1ccccc1. Given the product CC(=O)c1ccc(-c2cccc(S(=O)(=O)NC(=O)CCCc3ccccc3)c2)o1, predict the reactants needed to synthesize it. (10) Given the product COc1ccc(-c2ccc3c(c2)ncn3-c2ccc(CC(=O)Nc3ccc(CN4CCN(C)CC4)c(C(F)(F)F)c3)cc2)cc1, predict the reactants needed to synthesize it. The reactants are: CN1CCN(Cc2ccc(N)cc2C(F)(F)F)CC1.COc1ccc(-c2ccc3c(c2)ncn3-c2ccc(CC(=O)O)cc2)cc1.